From a dataset of Full USPTO retrosynthesis dataset with 1.9M reactions from patents (1976-2016). Predict the reactants needed to synthesize the given product. (1) Given the product [CH3:21][O:22][C:23]1[CH:24]=[CH:25][C:26]([C:29]2[O:33][CH:32]=[N:31][C:30]=2[C:34]([N:2]2[C@H:3]([CH2:7][NH:8][C:9]([C:11]3[C:20]4[O:19][CH2:18][CH2:17][O:16][C:15]=4[CH:14]=[CH:13][CH:12]=3)=[O:10])[CH2:4][C@H:5]3[C@@H:1]2[CH2:6]3)=[O:35])=[CH:27][CH:28]=1, predict the reactants needed to synthesize it. The reactants are: [C@H:1]12[CH2:6][C@H:5]1[CH2:4][C@@H:3]([CH2:7][NH:8][C:9]([C:11]1[C:20]3[O:19][CH2:18][CH2:17][O:16][C:15]=3[CH:14]=[CH:13][CH:12]=1)=[O:10])[NH:2]2.[CH3:21][O:22][C:23]1[CH:28]=[CH:27][C:26]([C:29]2[O:33][CH:32]=[N:31][C:30]=2[C:34](O)=[O:35])=[CH:25][CH:24]=1. (2) Given the product [F:29][C:24]1[CH:23]=[C:22]2[C:27]([CH2:28][CH:20]([CH3:19])[N:21]2[C:15](=[O:17])[CH2:14][C:9]2[NH:10][C:11](=[O:13])[CH:12]=[C:7]([N:1]3[CH2:2][CH2:3][O:4][CH2:5][CH2:6]3)[N:8]=2)=[CH:26][CH:25]=1, predict the reactants needed to synthesize it. The reactants are: [N:1]1([C:7]2[N:8]=[C:9]([CH2:14][C:15]([O-:17])=O)[NH:10][C:11](=[O:13])[CH:12]=2)[CH2:6][CH2:5][O:4][CH2:3][CH2:2]1.[Na+].[CH3:19][CH:20]1[CH2:28][C:27]2[C:22](=[CH:23][C:24]([F:29])=[CH:25][CH:26]=2)[NH:21]1. (3) Given the product [C:1]([O:5][C:6]([N:8]1[CH2:11][CH:10]([CH2:12][CH2:13][O:14][C:23]2[CH:24]=[CH:25][CH:26]=[C:21]([O:20][C:19]3[CH:18]=[CH:17][C:16]([Cl:15])=[CH:29][CH:28]=3)[CH:22]=2)[CH2:9]1)=[O:7])([CH3:4])([CH3:3])[CH3:2], predict the reactants needed to synthesize it. The reactants are: [C:1]([O:5][C:6]([N:8]1[CH2:11][CH:10]([CH2:12][CH2:13][OH:14])[CH2:9]1)=[O:7])([CH3:4])([CH3:3])[CH3:2].[Cl:15][C:16]1[CH:29]=[CH:28][C:19]([O:20][C:21]2[CH:22]=[C:23](O)[CH:24]=[CH:25][CH:26]=2)=[CH:18][CH:17]=1.C1(P(C2C=CC=CC=2)C2C=CC=CC=2)C=CC=CC=1.N(C(OC(C)C)=O)=NC(OC(C)C)=O. (4) Given the product [Cl:1][C:2]1[N:3]=[C:4]([N:13]2[CH2:14][CH2:15][O:16][CH2:17][CH2:18]2)[C:5]2[O:10][C:9]([CH2:11][N:26]3[CH2:27][CH2:28][N:23]([S:20]([CH3:19])(=[O:22])=[O:21])[CH2:24][CH2:25]3)=[CH:8][C:6]=2[N:7]=1, predict the reactants needed to synthesize it. The reactants are: [Cl:1][C:2]1[N:3]=[C:4]([N:13]2[CH2:18][CH2:17][O:16][CH2:15][CH2:14]2)[C:5]2[O:10][C:9]([CH:11]=O)=[CH:8][C:6]=2[N:7]=1.[CH3:19][S:20]([N:23]1[CH2:28][CH2:27][NH:26][CH2:25][CH2:24]1)(=[O:22])=[O:21].C([O-])(=O)C.[Na+].C(OC)(OC)OC.C(O[BH-](OC(=O)C)OC(=O)C)(=O)C.[Na+]. (5) Given the product [CH2:1]([N:3]([CH3:21])[C:4](=[O:5])[C:6]([OH:22])([CH3:20])[CH2:15][CH2:14][C:13]1[C:8](=[O:7])[C:9]([CH3:19])=[C:10]([CH3:18])[C:11](=[O:17])[C:12]=1[CH3:16])[CH3:2], predict the reactants needed to synthesize it. The reactants are: [CH2:1]([N:3]([CH3:21])[C:4]([C:6]1([CH3:20])[CH2:15][CH2:14][C:13]2[C:8](=[C:9]([CH3:19])[C:10]([CH3:18])=[C:11]([OH:17])[C:12]=2[CH3:16])[O:7]1)=[O:5])[CH3:2].[O:22]=[N+]([O-])[O-].[O-][N+](=O)[O-].[O-][N+](=O)[O-].[O-][N+](=O)[O-].[O-][N+](=O)[O-].[O-][N+](=O)[O-].[Ce+4].[NH4+].[NH4+]. (6) Given the product [OH:12][C:9]([C:13]([F:14])([F:15])[F:16])([CH2:8][CH:7]([C:1]1[CH:2]=[CH:3][CH:4]=[CH:5][CH:6]=1)[CH3:17])[CH2:10][O:11][S:24]([C:21]1[CH:22]=[CH:23][C:18]([CH3:28])=[CH:19][CH:20]=1)(=[O:26])=[O:25], predict the reactants needed to synthesize it. The reactants are: [C:1]1([CH:7]([CH3:17])[CH2:8][C:9]([C:13]([F:16])([F:15])[F:14])([OH:12])[CH2:10][OH:11])[CH:6]=[CH:5][CH:4]=[CH:3][CH:2]=1.[C:18]1([CH3:28])[CH:23]=[CH:22][C:21]([S:24](Cl)(=[O:26])=[O:25])=[CH:20][CH:19]=1. (7) Given the product [F:11][C:12]([F:19])([F:18])[S:13]([O-:16])(=[O:15])=[O:14].[CH3:1][O:2][CH2:3][CH:4]1[CH2:5][CH2:6][CH2:7][C:8]([S:10][CH3:12])=[NH+:9]1, predict the reactants needed to synthesize it. The reactants are: [CH3:1][O:2][CH2:3][CH:4]1[NH:9][C:8](=[S:10])[CH2:7][CH2:6][CH2:5]1.[F:11][C:12]([F:19])([F:18])[S:13]([O:16]C)(=[O:15])=[O:14]. (8) Given the product [Cl:14][C:11]1[CH:12]=[CH:13][C:4]([CH2:3][O:23][C:17]2[CH:18]=[CH:19][CH:20]=[C:21]([F:22])[C:16]=2[F:15])=[C:5]([CH:10]=1)[C:6]([O:8][CH3:9])=[O:7], predict the reactants needed to synthesize it. The reactants are: BrC[CH2:3][C:4]1[CH:13]=[CH:12][C:11]([Cl:14])=[CH:10][C:5]=1[C:6]([O:8][CH3:9])=[O:7].[F:15][C:16]1[C:21]([F:22])=[CH:20][CH:19]=[CH:18][C:17]=1[OH:23].